This data is from Forward reaction prediction with 1.9M reactions from USPTO patents (1976-2016). The task is: Predict the product of the given reaction. (1) The product is: [CH2:38]([O:37][C:35](=[O:36])[NH:34]/[C:31](/[NH:17][C:15]1[C:14]([CH3:18])=[N:13][CH:12]=[C:11]([CH2:10][CH2:9][CH2:8][NH:7][C:6]([O:5][C:1]([CH3:3])([CH3:4])[CH3:2])=[O:19])[CH:16]=1)=[N:30]\[C:28](=[O:29])[O:27][CH2:20][C:21]1[CH:26]=[CH:25][CH:24]=[CH:23][CH:22]=1)[C:39]1[CH:40]=[CH:41][CH:42]=[CH:43][CH:44]=1. Given the reactants [C:1]([O:5][C:6](=[O:19])[NH:7][CH2:8][CH2:9][CH2:10][C:11]1[CH:12]=[N:13][C:14]([CH3:18])=[C:15]([NH2:17])[CH:16]=1)([CH3:4])([CH3:3])[CH3:2].[CH2:20]([O:27][C:28]([NH:30][C:31](=[N:34][C:35]([O:37][CH2:38][C:39]1[CH:44]=[CH:43][CH:42]=[CH:41][CH:40]=1)=[O:36])SC)=[O:29])[C:21]1[CH:26]=[CH:25][CH:24]=[CH:23][CH:22]=1, predict the reaction product. (2) Given the reactants C(OC([NH:8][CH2:9][C:10]([N:12]1[CH2:21][CH2:20][C:19]2[C:14](=[CH:15][CH:16]=[CH:17][C:18]=2[I:22])[CH:13]1[CH2:23][C:24]([O:26]CC)=O)=[O:11])=O)(C)(C)C.IC1C=CC=C2C=1CCNC2CC(OCC)=O.N(C(OC(C)(C)C)=O)CC(O)=O.CCN(CC)CC.C(P1(=O)OP(CCC)(=O)OP(CCC)(=O)O1)CC.CN(C=O)C.C([O-])(O)=O.[Na+], predict the reaction product. The product is: [I:22][C:18]1[CH:17]=[CH:16][CH:15]=[C:14]2[C:19]=1[CH2:20][CH2:21][N:12]1[C:10](=[O:11])[CH2:9][NH:8][C:24](=[O:26])[CH:23]=[C:13]12.